This data is from Forward reaction prediction with 1.9M reactions from USPTO patents (1976-2016). The task is: Predict the product of the given reaction. (1) Given the reactants [N+]([O-])(O)=O.[N+]([O-])(O)=O.O=[Zr:10].N.[P:12]([O-:16])([O-:15])([O-:14])=[O:13], predict the reaction product. The product is: [P:12]([O-:16])([O-:15])([O-:14])=[O:13].[Zr+4:10].[P:12]([O-:16])([O-:15])([O-:14])=[O:13].[P:12]([O-:16])([O-:15])([O-:14])=[O:13].[P:12]([O-:16])([O-:15])([O-:14])=[O:13].[Zr+4:10].[Zr+4:10]. (2) The product is: [F:1][C:2]([F:36])([F:35])[C:3]1[CH:4]=[C:5]([C:13]([CH3:34])([CH3:33])[C:14]([N:16]([CH3:17])[C:18]2[C:23]([C:24]3[CH:29]=[CH:28][C:27]([F:30])=[CH:26][C:25]=3[CH3:31])=[CH:22][C:21]([C:52]#[C:51][CH2:50][C@@H:45]([NH:44][C:42]([O:41][C:38]([CH3:40])([CH3:39])[CH3:37])=[O:43])[C:46]([O:48][CH3:49])=[O:47])=[N:20][CH:19]=2)=[O:15])[CH:6]=[C:7]([C:9]([F:12])([F:11])[F:10])[CH:8]=1. Given the reactants [F:1][C:2]([F:36])([F:35])[C:3]1[CH:4]=[C:5]([C:13]([CH3:34])([CH3:33])[C:14]([N:16]([C:18]2[CH:19]=[N:20][C:21](Cl)=[CH:22][C:23]=2[C:24]2[CH:29]=[CH:28][C:27]([F:30])=[CH:26][C:25]=2[CH3:31])[CH3:17])=[O:15])[CH:6]=[C:7]([C:9]([F:12])([F:11])[F:10])[CH:8]=1.[CH3:37][C:38]([O:41][C:42]([NH:44][C@H:45]([CH2:50][C:51]#[CH:52])[C:46]([O:48][CH3:49])=[O:47])=[O:43])([CH3:40])[CH3:39].C(NC(C)C)(C)C, predict the reaction product. (3) Given the reactants [NH:1]1[C:5]2=[N:6][CH:7]=[CH:8][CH:9]=[C:4]2[C:3]([C:10]2[N:15]=[C:14]([NH:16][C@:17]([CH3:23])([CH2:21][CH3:22])[C:18](O)=[O:19])[CH:13]=[CH:12][N:11]=2)=[CH:2]1.C(P1(=O)OP(CCC)(=O)OP(CCC)(=O)O1)CC.[F:42][C:43]([F:47])([F:46])[CH2:44][NH2:45].C([O-])([O-])=O.[Na+].[Na+], predict the reaction product. The product is: [NH:1]1[C:5]2=[N:6][CH:7]=[CH:8][CH:9]=[C:4]2[C:3]([C:10]2[N:15]=[C:14]([NH:16][C@:17]([CH3:23])([CH2:21][CH3:22])[C:18]([NH:45][CH2:44][C:43]([F:47])([F:46])[F:42])=[O:19])[CH:13]=[CH:12][N:11]=2)=[CH:2]1.